This data is from Forward reaction prediction with 1.9M reactions from USPTO patents (1976-2016). The task is: Predict the product of the given reaction. (1) Given the reactants [CH3:1][O:2][C:3]1[CH:4]=[CH:5][C:6]([CH2:11][C@@H:12]2[C@@H:17]([CH2:18][C:19]3[CH:20]=[CH:21][C:22]([OH:27])=[C:23]([O:25][CH3:26])[CH:24]=3)[C:15](=[O:16])[O:14][CH2:13]2)=[CH:7][C:8]=1[O:9][CH3:10].[C:28]([OH:42])(=[O:41])[CH2:29][CH2:30][CH2:31][CH2:32][CH2:33][CH2:34][CH2:35][CH2:36][CH2:37][CH2:38][CH2:39][CH3:40].O, predict the reaction product. The product is: [CH3:1][O:2][C:3]1[CH:4]=[CH:5][C:6]([CH2:11][C@@H:12]2[C@@H:17]([CH2:18][C:19]3[CH:20]=[CH:21][C:22]([OH:27])=[C:23]([O:25][CH3:26])[CH:24]=3)[C:15](=[O:16])[O:14][CH2:13]2)=[CH:7][C:8]=1[O:9][CH3:10].[C:28]([O-:42])(=[O:41])[CH2:29][CH2:30][CH2:31][CH2:32][CH2:33][CH2:34][CH2:35][CH2:36][CH2:37][CH2:38][CH2:39][CH3:40]. (2) Given the reactants C1(C2CC(O)C3C(=CC=C(O)C=3)O2)C=CC=CC=1.[F:19][C:20]1[CH:25]=[CH:24][C:23]([CH:26]2[CH2:35][C:34](=[O:36])[C:33]3[C:28](=[CH:29][CH:30]=[C:31]([OH:37])[CH:32]=3)[O:27]2)=[CH:22][CH:21]=1, predict the reaction product. The product is: [F:19][C:20]1[CH:25]=[CH:24][C:23]([CH:26]2[CH2:35][CH:34]([OH:36])[C:33]3[C:28](=[CH:29][CH:30]=[C:31]([OH:37])[CH:32]=3)[O:27]2)=[CH:22][CH:21]=1.